Dataset: Full USPTO retrosynthesis dataset with 1.9M reactions from patents (1976-2016). Task: Predict the reactants needed to synthesize the given product. (1) Given the product [CH2:10]([S:12][C:2]1[NH:3][CH:4]=[CH:5][C:6]=1[N+:7]([O-:9])=[O:8])[CH3:11], predict the reactants needed to synthesize it. The reactants are: Cl[C:2]1[NH:3][CH:4]=[CH:5][C:6]=1[N+:7]([O-:9])=[O:8].[CH2:10]([SH:12])[CH3:11].C(N(C(C)C)C(C)C)C. (2) Given the product [Br:12][CH2:13][CH2:14][CH2:15][CH2:16][CH2:17][CH2:18][CH2:19][CH2:1][C:2]1[S:3][CH2:4][CH2:5][N:6]=1, predict the reactants needed to synthesize it. The reactants are: [CH3:1][C:2]1[S:3][CH2:4][CH2:5][N:6]=1.C([Li])CCC.[Br:12][CH2:13][CH2:14][CH2:15][CH2:16][CH2:17][CH2:18][CH2:19]Br.Cl. (3) Given the product [NH:17]1[C:18]2[C:14](=[CH:13][C:12]([NH:11][C:7](=[O:9])[CH2:6][C:1](=[O:5])[CH:2]([CH3:3])[CH3:4])=[CH:20][CH:19]=2)[CH:15]=[N:16]1, predict the reactants needed to synthesize it. The reactants are: [C:1]([CH2:6][C:7]([O:9]C)=O)(=[O:5])[CH:2]([CH3:4])[CH3:3].[NH2:11][C:12]1[CH:13]=[C:14]2[C:18](=[CH:19][CH:20]=1)[NH:17][N:16]=[CH:15]2.